This data is from CYP2C19 inhibition data for predicting drug metabolism from PubChem BioAssay. The task is: Regression/Classification. Given a drug SMILES string, predict its absorption, distribution, metabolism, or excretion properties. Task type varies by dataset: regression for continuous measurements (e.g., permeability, clearance, half-life) or binary classification for categorical outcomes (e.g., BBB penetration, CYP inhibition). Dataset: cyp2c19_veith. The molecule is CC1CCN(C(=O)C2CCN(S(=O)(=O)c3cccc4nonc34)CC2)CC1. The result is 1 (inhibitor).